Dataset: Full USPTO retrosynthesis dataset with 1.9M reactions from patents (1976-2016). Task: Predict the reactants needed to synthesize the given product. (1) Given the product [CH3:1][C:2]1[N:7]=[CH:6][C:5](/[CH:8]=[CH:9]\[C:10]2[C:18]3[NH:17][C:16]4[CH:19]5[CH2:25][CH2:24][N:22]([CH2:23][C:15]=4[C:14]=3[CH:13]=[CH:12][CH:11]=2)[CH2:21][CH2:20]5)=[CH:4][CH:3]=1, predict the reactants needed to synthesize it. The reactants are: [CH3:1][C:2]1[N:7]=[CH:6][C:5]([C:8]#[C:9][C:10]2[C:18]3[NH:17][C:16]4[CH:19]5[CH2:25][CH2:24][N:22]([CH2:23][C:15]=4[C:14]=3[CH:13]=[CH:12][CH:11]=2)[CH2:21][CH2:20]5)=[CH:4][CH:3]=1. (2) Given the product [Br:9][C:10]1[CH:11]=[C:12]2[C:17](=[CH:18][CH:19]=1)[CH2:16][N:15]([C:20]([O:22][C:23]([CH3:26])([CH3:25])[CH3:24])=[O:21])[CH2:14][CH2:13]2, predict the reactants needed to synthesize it. The reactants are: C(N(CC)CC)C.Cl.[Br:9][C:10]1[CH:11]=[C:12]2[C:17](=[CH:18][CH:19]=1)[CH2:16][NH:15][CH2:14][CH2:13]2.[C:20](O[C:20]([O:22][C:23]([CH3:26])([CH3:25])[CH3:24])=[O:21])([O:22][C:23]([CH3:26])([CH3:25])[CH3:24])=[O:21].